Dataset: Forward reaction prediction with 1.9M reactions from USPTO patents (1976-2016). Task: Predict the product of the given reaction. (1) Given the reactants Cl[C:2]1[C:11]2[C:6](=[CH:7][CH:8]=[CH:9][CH:10]=2)[CH:5]=[C:4]([NH:12][C:13]2[CH:17]=[CH:16][NH:15][N:14]=2)[N:3]=1.[F:18][C:19]1[CH:24]=[C:23]([F:25])[CH:22]=[CH:21][C:20]=1B(O)O, predict the reaction product. The product is: [F:18][C:19]1[CH:24]=[C:23]([F:25])[CH:22]=[CH:21][C:20]=1[C:2]1[C:11]2[C:6](=[CH:7][CH:8]=[CH:9][CH:10]=2)[CH:5]=[C:4]([NH:12][C:13]2[CH:17]=[CH:16][NH:15][N:14]=2)[N:3]=1. (2) Given the reactants [CH3:1][O:2][C:3]1[CH:4]=[C:5]([NH2:15])[CH:6]=[CH:7][C:8]=1[N:9]1[CH:13]=[C:12]([CH3:14])[N:11]=[CH:10]1.Cl[C:17]1[N:22]=[C:21]([NH:23][C:24]2[CH:29]=[CH:28][C:27]([N:30]3[CH:34]=[C:33]([CH3:35])[N:32]=[CH:31]3)=[C:26]([O:36][CH3:37])[CH:25]=2)[CH:20]=[C:19]([C:38]([F:41])([F:40])[F:39])[CH:18]=1, predict the reaction product. The product is: [CH3:1][O:2][C:3]1[CH:4]=[C:5]([NH:15][C:17]2[CH:18]=[C:19]([C:38]([F:39])([F:40])[F:41])[CH:20]=[C:21]([NH:23][C:24]3[CH:29]=[CH:28][C:27]([N:30]4[CH:34]=[C:33]([CH3:35])[N:32]=[CH:31]4)=[C:26]([O:36][CH3:37])[CH:25]=3)[N:22]=2)[CH:6]=[CH:7][C:8]=1[N:9]1[CH:13]=[C:12]([CH3:14])[N:11]=[CH:10]1. (3) The product is: [OH:25][C:20]1([C:7]2[CH:14]=[CH:13][C:10]([C:11]#[N:12])=[CH:9][CH:8]=2)[CH2:21][CH2:22][CH2:23][C:24]2[N:15]=[CH:16][N:17]=[CH:18][C:19]1=2. Given the reactants C([Mg]Cl)(C)C.I[C:7]1[CH:14]=[CH:13][C:10]([C:11]#[N:12])=[CH:9][CH:8]=1.[N:15]1[C:24]2[CH2:23][CH2:22][CH2:21][C:20](=[O:25])[C:19]=2[CH:18]=[N:17][CH:16]=1, predict the reaction product. (4) The product is: [CH2:1]([C:13]1[CH:14]=[C:15]([C:18]2[C:23]3=[N:24][S:25][N:26]=[C:22]3[C:21]([C:44]3[S:45][CH:46]=[C:42]([CH2:30][CH2:31][CH2:32][CH2:33][CH2:34][CH2:35][CH2:36][CH2:37][CH2:38][CH2:39][CH2:40][CH3:41])[CH:43]=3)=[C:20]([Cl:28])[C:19]=2[Cl:29])[S:16][CH:17]=1)[CH2:2][CH2:3][CH2:4][CH2:5][CH2:6][CH2:7][CH2:8][CH2:9][CH2:10][CH2:11][CH3:12]. Given the reactants [CH2:1]([C:13]1[CH:14]=[C:15]([C:18]2[C:23]3=[N:24][S:25][N:26]=[C:22]3[C:21](Br)=[C:20]([Cl:28])[C:19]=2[Cl:29])[S:16][CH:17]=1)[CH2:2][CH2:3][CH2:4][CH2:5][CH2:6][CH2:7][CH2:8][CH2:9][CH2:10][CH2:11][CH3:12].[CH2:30]([C:42]1[CH:43]=[C:44]([Sn](C)(C)C)[S:45][CH:46]=1)[CH2:31][CH2:32][CH2:33][CH2:34][CH2:35][CH2:36][CH2:37][CH2:38][CH2:39][CH2:40][CH3:41], predict the reaction product.